This data is from Forward reaction prediction with 1.9M reactions from USPTO patents (1976-2016). The task is: Predict the product of the given reaction. (1) Given the reactants [C:1]([C:3]1([C:9](OC)=[O:10])[CH2:8][CH2:7][CH2:6][CH2:5][CH2:4]1)#[N:2].CO.[BH4-].[Li+], predict the reaction product. The product is: [OH:10][CH2:9][C:3]1([C:1]#[N:2])[CH2:8][CH2:7][CH2:6][CH2:5][CH2:4]1. (2) Given the reactants C(OC1C=C([SH:15])C=CC=1)C1C=CC=CC=1.[CH:16]([O:19][C:20]1[CH:21]=[C:22]([CH:24]=[C:25]([O:27][CH3:28])[CH:26]=1)N)([CH3:18])[CH3:17], predict the reaction product. The product is: [CH:16]([O:19][C:20]1[CH:21]=[C:22]([SH:15])[CH:24]=[C:25]([O:27][CH3:28])[CH:26]=1)([CH3:18])[CH3:17]. (3) Given the reactants [CH3:1][O:2][C:3]([C:5]1[S:9][C:8](/[CH:10]=[CH:11]\[CH2:12][N:13]2[C:17](=[O:18])[CH2:16][CH2:15][C@@H:14]2[C:19]([O:21]C(C)(C)C)=[O:20])=[CH:7][CH:6]=1)=[O:4].FC(F)(F)C(O)=O, predict the reaction product. The product is: [CH3:1][O:2][C:3]([C:5]1[S:9][C:8](/[CH:10]=[CH:11]\[CH2:12][N:13]2[C:17](=[O:18])[CH2:16][CH2:15][C@@H:14]2[C:19]([OH:21])=[O:20])=[CH:7][CH:6]=1)=[O:4]. (4) Given the reactants [C:1]([O:5][C:6](=[O:23])[N:7]([CH2:9][CH2:10][C:11](=O)[NH:12][C:13]1[CH:18]=[CH:17][CH:16]=[C:15]([O:19][CH3:20])[C:14]=1[NH2:21])[CH3:8])([CH3:4])([CH3:3])[CH3:2], predict the reaction product. The product is: [C:1]([O:5][C:6](=[O:23])[N:7]([CH2:9][CH2:10][C:11]1[NH:21][C:14]2[C:15]([O:19][CH3:20])=[CH:16][CH:17]=[CH:18][C:13]=2[N:12]=1)[CH3:8])([CH3:4])([CH3:3])[CH3:2]. (5) Given the reactants [O:1]=[C:2]([CH2:20][CH2:21][CH2:22][CH2:23][CH2:24][C:25]([O:27][CH:28]([CH2:33][CH2:34][CH2:35][CH3:36])[CH2:29][CH2:30][CH2:31][CH3:32])=[O:26])[CH2:3][CH2:4][CH2:5][CH2:6][CH2:7][C:8]([O:10][CH:11]([CH2:16][CH2:17][CH2:18][CH3:19])[CH2:12][CH2:13][CH2:14][CH3:15])=[O:9].[BH4-].[Na+], predict the reaction product. The product is: [OH:1][CH:2]([CH2:3][CH2:4][CH2:5][CH2:6][CH2:7][C:8]([O:10][CH:11]([CH2:16][CH2:17][CH2:18][CH3:19])[CH2:12][CH2:13][CH2:14][CH3:15])=[O:9])[CH2:20][CH2:21][CH2:22][CH2:23][CH2:24][C:25]([O:27][CH:28]([CH2:33][CH2:34][CH2:35][CH3:36])[CH2:29][CH2:30][CH2:31][CH3:32])=[O:26]. (6) Given the reactants [F:1][C:2]1[CH:3]=[C:4]2[C:8](=[CH:9][C:10]=1[OH:11])[C:7](=[O:12])[CH2:6][CH2:5]2.[N-:13]=[N+]=[N-].[Na+].O, predict the reaction product. The product is: [F:1][C:2]1[CH:3]=[C:4]2[C:8](=[CH:9][C:10]=1[OH:11])[C:7](=[O:12])[NH:13][CH2:6][CH2:5]2. (7) Given the reactants [Cl:1][C:2]1[CH:7]=[C:6]([Cl:8])[CH:5]=[CH:4][C:3]=1[C@@:9]1([CH2:28][N:29]2[CH:33]=[CH:32][N:31]=[CH:30]2)[O:13][C@H:12]([CH2:14][O:15][C:16]2[CH:21]=[CH:20][C:19]([N:22]3[CH2:27][CH2:26][NH:25][CH2:24][CH2:23]3)=[CH:18][CH:17]=2)[CH2:11][O:10]1.[CH3:34][N:35]([CH3:39])[C:36](Cl)=[O:37], predict the reaction product. The product is: [N:29]1([CH2:28][C@:9]2([C:3]3[CH:4]=[CH:5][C:6]([Cl:8])=[CH:7][C:2]=3[Cl:1])[O:13][C@H:12]([CH2:14][O:15][C:16]3[CH:17]=[CH:18][C:19]([N:22]4[CH2:23][CH2:24][N:25]([C:36]([N:35]([CH3:39])[CH3:34])=[O:37])[CH2:26][CH2:27]4)=[CH:20][CH:21]=3)[CH2:11][O:10]2)[CH:33]=[CH:32][N:31]=[CH:30]1.